From a dataset of Catalyst prediction with 721,799 reactions and 888 catalyst types from USPTO. Predict which catalyst facilitates the given reaction. (1) Reactant: [Cl:1][C:2]1[CH:11]=[CH:10][C:9]([CH2:12][NH:13][C:14](=[O:19])[C:15]([CH3:18])([CH3:17])[CH3:16])=[CH:8][C:3]=1[C:4]([O:6]C)=[O:5].[OH-].[Na+]. Product: [Cl:1][C:2]1[CH:11]=[CH:10][C:9]([CH2:12][NH:13][C:14](=[O:19])[C:15]([CH3:17])([CH3:16])[CH3:18])=[CH:8][C:3]=1[C:4]([OH:6])=[O:5]. The catalyst class is: 87. (2) Reactant: Cl.[Br:2][C:3]1[CH:4]=[C:5]2[C:15](=[CH:16][CH:17]=1)[O:14][C:8]1([CH2:13][CH2:12][CH2:11][O:10][CH2:9]1)[CH2:7][C:6]2=[N:18]S(C(C)(C)C)=O. Product: [Br:2][C:3]1[CH:4]=[C:5]2[C:15](=[CH:16][CH:17]=1)[O:14][C:8]1([CH2:13][CH2:12][CH2:11][O:10][CH2:9]1)[CH2:7][C:6]2=[NH:18]. The catalyst class is: 12. (3) Reactant: [Br:1][C:2]1[C:10]2[C:5](=[CH:6][CH:7]=[CH:8][C:9]=2[C:11]2[CH:16]=[CH:15][CH:14]=[CH:13][C:12]=2[CH3:17])[NH:4][C:3]=1[C:18]([O:20][CH3:21])=[O:19].Br[CH2:23][CH2:24][CH2:25][O:26][C:27]1[C:36]2[C:31](=[CH:32][CH:33]=[CH:34][CH:35]=2)[CH:30]=[CH:29][CH:28]=1.C(=O)([O-])[O-].[Cs+].[Cs+]. Product: [Br:1][C:2]1[C:10]2[C:5](=[CH:6][CH:7]=[CH:8][C:9]=2[C:11]2[CH:16]=[CH:15][CH:14]=[CH:13][C:12]=2[CH3:17])[N:4]([CH2:23][CH2:24][CH2:25][O:26][C:27]2[C:36]3[C:31](=[CH:32][CH:33]=[CH:34][CH:35]=3)[CH:30]=[CH:29][CH:28]=2)[C:3]=1[C:18]([O:20][CH3:21])=[O:19]. The catalyst class is: 42. (4) Reactant: [Cl:1][C:2]1[CH:3]=[C:4]([C:8]2[CH:16]=[CH:15][CH:14]=[C:13]3[C:9]=2[CH2:10][C:11](=[O:17])[NH:12]3)[CH:5]=[CH:6][CH:7]=1.[CH2:18]([N:20]([CH2:34][CH3:35])[CH2:21][CH2:22][NH:23][C:24]([C:26]1[NH:27][C:28]([CH:32]=O)=[C:29]([CH3:31])[CH:30]=1)=[O:25])[CH3:19]. Product: [CH2:34]([N:20]([CH2:18][CH3:19])[CH2:21][CH2:22][NH:23][C:24]([C:26]1[NH:27][C:28]([CH:32]=[C:10]2[C:9]3[C:13](=[CH:14][CH:15]=[CH:16][C:8]=3[C:4]3[CH:5]=[CH:6][CH:7]=[C:2]([Cl:1])[CH:3]=3)[NH:12][C:11]2=[O:17])=[C:29]([CH3:31])[CH:30]=1)=[O:25])[CH3:35]. The catalyst class is: 360. (5) Reactant: [CH2:1]([N:7]1[CH2:12][CH:11]2[CH:9]([C:10]2([C:14]2[CH:15]=[C:16]([NH2:20])[CH:17]=[CH:18][CH:19]=2)[CH3:13])[CH2:8]1)[CH2:2][CH2:3][CH2:4][CH2:5][CH3:6].[F:21][C:22]([F:29])([F:28])[CH2:23][S:24](Cl)(=[O:26])=[O:25]. Product: [F:21][C:22]([F:29])([F:28])[CH2:23][S:24]([NH:20][C:16]1[CH:17]=[CH:18][CH:19]=[C:14]([C:10]2([CH3:13])[CH:11]3[CH:9]2[CH2:8][N:7]([CH2:1][CH2:2][CH2:3][CH2:4][CH2:5][CH3:6])[CH2:12]3)[CH:15]=1)(=[O:26])=[O:25]. The catalyst class is: 17.